This data is from Reaction yield outcomes from USPTO patents with 853,638 reactions. The task is: Predict the reaction yield, written as a fraction of the theoretical maximum amount of product (1.0 means a 100% yield; for example, 0.34 means a 34% yield). The reactants are [CH3:1][O:2][C:3]1[CH:8]=[CH:7][C:6]([N:9]2[C:13]3[C:14](=[O:31])[N:15]([C:18]4[CH:23]=[CH:22][C:21]([N:24]5[CH:29]=[CH:28][CH:27]=[CH:26][C:25]5=[O:30])=[CH:20][CH:19]=4)[CH2:16][CH2:17][C:12]=3[C:11]([C:32]#[N:33])=[N:10]2)=[CH:5][CH:4]=1.[N-:34]=[N+:35]=[N-:36].[Na+].[NH4+].[Cl-].C(Cl)(C1C=CC=CC=1)(C1C=CC=CC=1)C1C=CC=CC=1. The catalyst is CN(C=O)C.N1C=CC=CC=1.O. The product is [CH3:1][O:2][C:3]1[CH:8]=[CH:7][C:6]([N:9]2[C:13]3[C:14](=[O:31])[N:15]([C:18]4[CH:23]=[CH:22][C:21]([N:24]5[CH:29]=[CH:28][CH:27]=[CH:26][C:25]5=[O:30])=[CH:20][CH:19]=4)[CH2:16][CH2:17][C:12]=3[C:11]([C:32]3[NH:36][N:35]=[N:34][N:33]=3)=[N:10]2)=[CH:5][CH:4]=1. The yield is 0.0900.